Dataset: Forward reaction prediction with 1.9M reactions from USPTO patents (1976-2016). Task: Predict the product of the given reaction. Given the reactants [N:1]1([CH2:6][C:7]2[CH:12]=[CH:11][C:10]([CH2:13]O)=[CH:9][CH:8]=2)[CH:5]=[CH:4][CH:3]=[N:2]1.S(Cl)([Cl:17])=O, predict the reaction product. The product is: [Cl:17][CH2:13][C:10]1[CH:11]=[CH:12][C:7]([CH2:6][N:1]2[CH:5]=[CH:4][CH:3]=[N:2]2)=[CH:8][CH:9]=1.